Dataset: Full USPTO retrosynthesis dataset with 1.9M reactions from patents (1976-2016). Task: Predict the reactants needed to synthesize the given product. (1) Given the product [CH2:22]([O:1][CH2:2][C@@H:3]1[C@@H:9]([C:10]2[CH:15]=[CH:14][C:13]([Cl:16])=[C:12]([Cl:17])[CH:11]=2)[CH2:8][C@H:7]2[N:18]([CH3:19])[C@@H:4]1[CH2:5][CH2:6]2)[CH3:23], predict the reactants needed to synthesize it. The reactants are: [OH:1][CH2:2][C@@H:3]1[C@@H:9]([C:10]2[CH:15]=[CH:14][C:13]([Cl:16])=[C:12]([Cl:17])[CH:11]=2)[CH2:8][C@H:7]2[N:18]([CH3:19])[C@@H:4]1[CH2:5][CH2:6]2.[H-].[Na+].[CH2:22](OS([O-])(=O)=O)[CH3:23].O. (2) Given the product [S:1]1[C:5]([CH2:6][CH2:7][N:18]([CH3:19])[CH3:17])=[CH:4][C:3]2[CH:13]=[CH:14][CH:15]=[CH:16][C:2]1=2, predict the reactants needed to synthesize it. The reactants are: [S:1]1[C:5]([CH2:6][CH2:7]OS(C)(=O)=O)=[CH:4][C:3]2[CH:13]=[CH:14][CH:15]=[CH:16][C:2]1=2.[CH3:17][NH:18][CH3:19].